This data is from Experimentally validated miRNA-target interactions with 360,000+ pairs, plus equal number of negative samples. The task is: Binary Classification. Given a miRNA mature sequence and a target amino acid sequence, predict their likelihood of interaction. (1) The protein sequence of the target gene is MAEDKSKRDSIEMSMKGCQTNNGFVHNEDILEQTPDPGSSTDNLKHSTRGILGSQEPDFKGVQPYAGMPKEVLFQFSGQARYRIPREILFWLTVASVLVLIAATIAIIALSPKCLDWWQEGPMYQIYPRSFKDSNKDGNGDLKGIQDKLDYITALNIKTVWITSFYKSSLKDFRYGVEDFREVDPIFGTMEDFENLVAAIHDKGLKLIIDFIPNHTSDKHIWFQLSRTRTGKYTDYYIWHDCTHENGKTIPPNNWLSVYGNSSWHFDEVRNQCYFHQFMKEQPDLNFRNPDVQEEIKEIL.... Result: 0 (no interaction). The miRNA is hsa-miR-548j-3p with sequence CAAAAACUGCAUUACUUUUGC. (2) The miRNA is hsa-miR-302c-5p with sequence UUUAACAUGGGGGUACCUGCUG. The protein sequence of the target gene is MAFRRRTKSYPLFSQEFVIHNHADIGFCLVLCVLIGLMFEVTAKTAFLFILPQYNISVPTADSETVHYHYGPKDLVTILFYIFITIILHAVVQEYILDKISKRLHLSKVKHSKFNESGQLVVFHFTSVIWCFYVVVTEGYLTNPRSLWEDYPHVHLPFQVKFFYLCQLAYWLHALPELYFQKVRKEEIPRQLQYICLYLVHIAGAYLLNLSRLGLILLLLQYSTEFLFHTARLFYFADENNEKLFSAWAAVFGVTRLFILTLAVLAIGFGLARMENQAFDPEKGNFNTLFCRLCVLLLVC.... Result: 0 (no interaction). (3) The miRNA is hsa-miR-483-5p with sequence AAGACGGGAGGAAAGAAGGGAG. The protein sequence of the target gene is MGISCSHLEETMSKPPDCLLRMLRGTPRQRVFTFFIISFKFMFLISILIYWHTVGAPKDQREYSLPVDFSCPQLAFPRVSAPGNIFFLETSDRTSPNFLFMCSVESAARAHPESQVVVLMKGLPRDTTAQPRNLGISLLSCFPNVWIRPLDLQELFEDTPLAAWYSEARHRWEPYQLPVLSDASRIALLWKFGGIYLDTDFIVLKNLLNLTNTLGIQSRYVLNGAFLAFERKHEFLALCLHDFVANYNGWIWGHQGPQLLTRVFKKWCSIQSLEKSHACRGVTALPPEAFYPIPWQNWKK.... Result: 0 (no interaction). (4) The miRNA is hsa-miR-6748-5p with sequence UGUGGGUGGGAAGGACUGGAUU. The protein sequence of the target gene is MVLPLPWLSRYHFLRLLLPSWSLAPQGSHGCCSQNPKASMEEQTSSRGNGKMTSPPRGPGTHRTAELARAEELLEQQLELYQALLEGQEGAWEAQALVLKIQKLKEQMRRHQESLGGGA. Result: 0 (no interaction). (5) The miRNA is hsa-miR-26b-5p with sequence UUCAAGUAAUUCAGGAUAGGU. The protein sequence of the target gene is MTTSRCSHLPEVLPDCTSSAAPVVKTVEDCGSLVNGQPQYVMQVSAKDGQLLSTVVRTLATQSPFNDRPMCRICHEGSSQEDLLSPCECTGTLGTIHRSCLEHWLSSSNTSYCELCHFRFAVERKPRPLVEWLRNPGPQHEKRTLFGDMVCFLFITPLATISGWLCLRGAVDHLHFSSRLEAVGLIALTVALFTIYLFWTLVSFRYHCRLYNEWRRTNQRVILLIPKSVNVPSNQPSLLGLHSVKRNSKETVV. Result: 1 (interaction). (6) The miRNA is hsa-miR-99a-3p with sequence CAAGCUCGCUUCUAUGGGUCUG. The protein sequence of the target gene is MMQICDTYNQKHSLFNAMNRFIGAVNNMDQTVMVPSLLRDVPLADPGLDNDVGVEVGGSGGCLEERTPPVPDSGSANGSFFAPSRDMYSHYVLLKSIRNDIEWGVLHQPPPPAGSEEGSAWKSKDILVDLGHLEGADAGEEDLEQQFHYHLRGLHTVLSKLTRKANILTNRYKQEIGFGNWGH. Result: 0 (no interaction).